Dataset: Full USPTO retrosynthesis dataset with 1.9M reactions from patents (1976-2016). Task: Predict the reactants needed to synthesize the given product. Given the product [Cl:1][C:2]1[N:7]=[CH:6][C:5]([N:8]([CH:9]([C:16]2[CH:17]=[N:18][CH:19]=[CH:20][CH:21]=2)[C:10]2[CH:11]=[N:12][CH:13]=[CH:14][CH:15]=2)[C:23]2[CH:28]=[CH:27][CH:26]=[C:25]([S:29][CH3:30])[CH:24]=2)=[CH:4][CH:3]=1, predict the reactants needed to synthesize it. The reactants are: [Cl:1][C:2]1[N:7]=[CH:6][C:5]([NH:8][CH:9]([C:16]2[CH:17]=[N:18][CH:19]=[CH:20][CH:21]=2)[C:10]2[CH:11]=[N:12][CH:13]=[CH:14][CH:15]=2)=[CH:4][CH:3]=1.Br[C:23]1[CH:24]=[C:25]([S:29][CH3:30])[CH:26]=[CH:27][CH:28]=1.CC(C)([O-])C.[Na+].